This data is from Forward reaction prediction with 1.9M reactions from USPTO patents (1976-2016). The task is: Predict the product of the given reaction. (1) Given the reactants [CH3:1][O:2][C:3](=[O:26])[C:4]1[CH:9]=[C:8](I)[CH:7]=[N:6][C:5]=1[O:11][C:12]1[CH:17]=[CH:16][C:15]([O:18][C:19]2[CH:24]=[CH:23][CH:22]=[C:21]([F:25])[CH:20]=2)=[CH:14][CH:13]=1.[C:27]([O:31][C:32]([N:34]1[CH2:39][CH2:38][CH:37]([NH2:40])[CH2:36][CH2:35]1)=[O:33])([CH3:30])([CH3:29])[CH3:28], predict the reaction product. The product is: [CH3:1][O:2][C:3](=[O:26])[C:4]1[CH:9]=[C:8]([NH:40][CH:37]2[CH2:36][CH2:35][N:34]([C:32]([O:31][C:27]([CH3:30])([CH3:29])[CH3:28])=[O:33])[CH2:39][CH2:38]2)[CH:7]=[N:6][C:5]=1[O:11][C:12]1[CH:17]=[CH:16][C:15]([O:18][C:19]2[CH:24]=[CH:23][CH:22]=[C:21]([F:25])[CH:20]=2)=[CH:14][CH:13]=1. (2) Given the reactants [CH3:1][C:2]1([CH3:23])[CH2:4][C@@H:3]1[C:5]([N:7]1[CH2:12]C[N:10]([C:13]2[CH:21]=[CH:20][C:16]([C:17]([OH:19])=O)=[CH:15][N:14]=2)[C@H:9](C)[CH2:8]1)=[O:6].[CH2:24](Cl)[CH2:25]Cl.C1C=NC2N(O)N=NC=2C=1.CC(N(C)C)=O.[CH3:44][O:45][C:46](=[O:79])[NH:47][C@H:48]([C:52]([N:54]1[CH2:58][CH2:57][CH2:56][C@H:55]1[C:59]1[NH:60][CH:61]=[C:62]([C:64]2[CH:69]=[CH:68][C:67]([C:70]3[CH:75]=[CH:74][C:73]([NH2:76])=[CH:72][C:71]=3[F:77])=[C:66]([F:78])[CH:65]=2)[N:63]=1)=[O:53])[CH:49]([CH3:51])[CH3:50].C(N(CC)C(C)C)(C)C, predict the reaction product. The product is: [CH3:44][O:45][C:46](=[O:79])[NH:47][C@H:48]([C:52]([N:54]1[CH2:58][CH2:57][CH2:56][C@H:55]1[C:59]1[NH:60][CH:61]=[C:62]([C:64]2[CH:69]=[CH:68][C:67]([C:70]3[CH:75]=[CH:74][C:73]([NH:76][C:17]([C:16]4[CH:15]=[N:14][C:13]([N:10]5[CH2:9][CH2:8][N:7]([C:5]([C@H:3]6[CH2:4][C:2]6([CH3:1])[CH3:23])=[O:6])[CH2:12][C@H:24]5[CH3:25])=[CH:21][CH:20]=4)=[O:19])=[CH:72][C:71]=3[F:77])=[C:66]([F:78])[CH:65]=2)[N:63]=1)=[O:53])[CH:49]([CH3:51])[CH3:50]. (3) Given the reactants Cl[C:2]1[C:7]([C:8]([O:10][CH3:11])=[O:9])=[CH:6][CH:5]=[C:4]([CH3:12])[N:3]=1.[CH2:13]([Sn](CCCC)(CCCC)C=C)[CH2:14]CC, predict the reaction product. The product is: [CH:13]([C:2]1[C:7]([C:8]([O:10][CH3:11])=[O:9])=[CH:6][CH:5]=[C:4]([CH3:12])[N:3]=1)=[CH2:14].